From a dataset of Reaction yield outcomes from USPTO patents with 853,638 reactions. Predict the reaction yield, written as a fraction of the theoretical maximum amount of product (1.0 means a 100% yield; for example, 0.34 means a 34% yield). (1) The reactants are C1([Si:7]([CH3:10])([CH3:9])[CH3:8])C=CCC=C1.C[N+]1([O-])[CH2:17][CH2:16][O:15]CC1.[O-:19]S([O-])=O.[Na+].[Na+].[CH2:25]1CC[CH2:28][CH2:27][CH2:26]1. The catalyst is CC(C)=O.O.O=[Os](=O)(=O)=O.CCOC(C)=O. The product is [CH3:10][Si:7]([C:16]1([OH:15])[CH2:17][CH:28]=[CH:27][CH2:26][CH:25]1[OH:19])([CH3:8])[CH3:9]. The yield is 0.950. (2) The reactants are [CH2:1]([O:8][C:9]1[C:10]([C:18]2(O)[C:26]3[C:21](=[CH:22][CH:23]=[CH:24][CH:25]=3)[N:20]([CH:27]([C:34]3[CH:39]=[CH:38][CH:37]=[CH:36][CH:35]=3)[C:28]3[CH:33]=[CH:32][CH:31]=[CH:30][CH:29]=3)[C:19]2=[O:40])=[CH:11][C:12]2[O:16][CH2:15][O:14][C:13]=2[CH:17]=1)[C:2]1[CH:7]=[CH:6][CH:5]=[CH:4][CH:3]=1.FC(F)(F)C(O)=O.C([SiH](CC)CC)C. The catalyst is ClCCl. The product is [CH2:1]([O:8][C:9]1[C:10]([CH:18]2[C:26]3[C:21](=[CH:22][CH:23]=[CH:24][CH:25]=3)[N:20]([CH:27]([C:34]3[CH:39]=[CH:38][CH:37]=[CH:36][CH:35]=3)[C:28]3[CH:29]=[CH:30][CH:31]=[CH:32][CH:33]=3)[C:19]2=[O:40])=[CH:11][C:12]2[O:16][CH2:15][O:14][C:13]=2[CH:17]=1)[C:2]1[CH:7]=[CH:6][CH:5]=[CH:4][CH:3]=1. The yield is 0.610. (3) The reactants are [N+:1]([C:4]1([CH2:14][CH2:15][C:16](=O)[CH3:17])[CH:11]2[CH2:12][CH:7]3[CH2:8][CH:9]([CH2:13][CH:5]1[CH2:6]3)[CH2:10]2)([O-])=O. The catalyst is C(O)C.[Ni]. The product is [CH3:17][CH:16]1[NH:1][C:4]2([CH:11]3[CH2:12][CH:7]4[CH2:8][CH:9]([CH2:13][CH:5]2[CH2:6]4)[CH2:10]3)[CH2:14][CH2:15]1. The yield is 0.920. (4) No catalyst specified. The product is [CH3:18][CH:19]1[CH2:24][CH2:23][N:22]([C:2]2[N:3]=[CH:4][C:5]3[C:9]([NH:11][C:12]4[NH:13][N:14]=[C:15]([CH3:17])[CH:16]=4)([N:10]=2)[N:8]=[CH:7][N:6]=3)[CH2:21][CH2:20]1. The reactants are Cl[C:2]1[N:3]=[CH:4][C:5]2[C:9]([NH:11][C:12]3[CH:16]=[C:15]([CH3:17])[NH:14][N:13]=3)([N:10]=1)[N:8]=[CH:7][N:6]=2.[CH3:18][CH:19]1[CH2:24][CH2:23][NH:22][CH2:21][CH2:20]1.C(=O)([O-])[O-].[K+].[K+]. The yield is 0.900. (5) The reactants are [CH3:1][O:2][C:3]([C:5]1[CH:6]=[CH:7][C:8]([C:11]([OH:13])=O)=[N:9][CH:10]=1)=[O:4].[NH:14]1[CH2:18][CH2:17][CH2:16][CH2:15]1. No catalyst specified. The product is [N:14]1([C:11]([C:8]2[CH:7]=[CH:6][C:5]([C:3]([O:2][CH3:1])=[O:4])=[CH:10][N:9]=2)=[O:13])[CH2:18][CH2:17][CH2:16][CH2:15]1. The yield is 0.360. (6) The reactants are Cl[C:2]1[N:7]2[N:8]=[C:9]([C:21]3[CH:26]=[CH:25][C:24]([O:27][CH3:28])=[CH:23][CH:22]=3)[C:10]([C:11]3[CH:16]=[CH:15][N:14]=[C:13]([NH:17][CH:18]4[CH2:20][CH2:19]4)[N:12]=3)=[C:6]2[CH:5]=[CH:4][CH:3]=1.[NH:29]1[CH2:34][CH2:33][O:32][CH2:31][CH2:30]1. No catalyst specified. The product is [CH:18]1([NH:17][C:13]2[N:12]=[C:11]([C:10]3[C:9]([C:21]4[CH:26]=[CH:25][C:24]([O:27][CH3:28])=[CH:23][CH:22]=4)=[N:8][N:7]4[C:2]([N:29]5[CH2:34][CH2:33][O:32][CH2:31][CH2:30]5)=[CH:3][CH:4]=[CH:5][C:6]=34)[CH:16]=[CH:15][N:14]=2)[CH2:20][CH2:19]1. The yield is 0.920. (7) The reactants are FC(F)(F)S(O[CH:7]([C:12]1[CH:13]=[N:14][C:15]([Cl:18])=[CH:16][CH:17]=1)[C:8]([F:11])([F:10])[F:9])(=O)=O.[CH3:21][N:22]([C@H:30]1[CH2:34][CH2:33][NH:32][CH2:31]1)[C:23](=[O:29])[O:24][C:25]([CH3:28])([CH3:27])[CH3:26]. No catalyst specified. The product is [Cl:18][C:15]1[N:14]=[CH:13][C:12]([CH:7]([N:32]2[CH2:33][CH2:34][C@H:30]([N:22]([CH3:21])[C:23](=[O:29])[O:24][C:25]([CH3:26])([CH3:27])[CH3:28])[CH2:31]2)[C:8]([F:11])([F:10])[F:9])=[CH:17][CH:16]=1. The yield is 0.670. (8) The yield is 0.880. The reactants are [C:1]([O:5][C:6]([N:8]1[CH2:13][CH2:12][O:11][C@H:10]([CH:14](Br)[C:15]2[CH:16]=[N:17][C:18]([O:21][CH3:22])=[CH:19][CH:20]=2)[CH2:9]1)=[O:7])([CH3:4])([CH3:3])[CH3:2]. The product is [C:1]([O:5][C:6]([N:8]1[CH2:13][CH2:12][O:11][C@H:10]([CH2:14][C:15]2[CH:16]=[N:17][C:18]([O:21][CH3:22])=[CH:19][CH:20]=2)[CH2:9]1)=[O:7])([CH3:3])([CH3:4])[CH3:2]. The catalyst is CO.C(OCC)(=O)C.[Pd].